Predict the reaction yield, written as a fraction of the theoretical maximum amount of product (1.0 means a 100% yield; for example, 0.34 means a 34% yield). From a dataset of Reaction yield outcomes from USPTO patents with 853,638 reactions. (1) The reactants are [CH3:1][O:2][C:3](=[O:16])[C:4]1[CH:9]=[C:8](I)[C:7]([C:11]([F:14])([F:13])[CH3:12])=[CH:6][C:5]=1[NH2:15].[CH3:17][N:18]1[C:22]([Sn](CCCC)(CCCC)CCCC)=[CH:21][CH:20]=[N:19]1. The catalyst is O1CCOCC1.Cl[Pd](Cl)([P](C1C=CC=CC=1)(C1C=CC=CC=1)C1C=CC=CC=1)[P](C1C=CC=CC=1)(C1C=CC=CC=1)C1C=CC=CC=1. The product is [CH3:1][O:2][C:3](=[O:16])[C:4]1[CH:9]=[C:8]([C:22]2[N:18]([CH3:17])[N:19]=[CH:20][CH:21]=2)[C:7]([C:11]([F:14])([F:13])[CH3:12])=[CH:6][C:5]=1[NH2:15]. The yield is 0.620. (2) The yield is 0.880. The product is [CH2:14]([O:13][C:11]([C:10]1[CH:9]=[N:8][N:7]2[C:2]([NH:35][C:34]3[CH:36]=[C:37]([CH3:40])[CH:38]=[CH:39][C:33]=3[F:32])=[C:3]([C:16]([N:18]3[CH2:23][CH2:22][C:21]4([C:27]5[CH:28]=[CH:29][CH:30]=[CH:31][C:26]=5[O:25][CH2:24]4)[CH2:20][CH2:19]3)=[O:17])[CH:4]=[N:5][C:6]=12)=[O:12])[CH3:15]. No catalyst specified. The reactants are Cl[C:2]1[N:7]2[N:8]=[CH:9][C:10]([C:11]([O:13][CH2:14][CH3:15])=[O:12])=[C:6]2[N:5]=[CH:4][C:3]=1[C:16]([N:18]1[CH2:23][CH2:22][C:21]2([C:27]3[CH:28]=[CH:29][CH:30]=[CH:31][C:26]=3[O:25][CH2:24]2)[CH2:20][CH2:19]1)=[O:17].[F:32][C:33]1[CH:39]=[CH:38][C:37]([CH3:40])=[CH:36][C:34]=1[NH2:35]. (3) The reactants are [C:1](Cl)(=O)[C:2]1[CH:7]=[CH:6][CH:5]=[CH:4][CH:3]=1.C([O-])([O-])=O.[Na+].[Na+].[NH2:16][C:17]1[CH:25]=[CH:24][C:23]([Cl:26])=[CH:22][C:18]=1[C:19]([OH:21])=[O:20].O. The catalyst is C1COCC1. The product is [Cl:26][C:23]1[CH:24]=[CH:25][C:17]2[N:16]=[C:1]([C:2]3[CH:7]=[CH:6][CH:5]=[CH:4][CH:3]=3)[O:20][C:19](=[O:21])[C:18]=2[CH:22]=1. The yield is 0.920. (4) The reactants are [F:1][C:2]([F:20])([F:19])[C:3]1[CH:4]=[C:5]([C:9]2[CH:17]=[CH:16][CH:15]=[C:14]3[C:10]=2[CH2:11][C:12](=[O:18])[NH:13]3)[CH:6]=[CH:7][CH:8]=1.[CH3:21][C:22]1[C:26]([C:27]([N:29]2[CH2:34][CH2:33][N:32]([CH3:35])[CH2:31][CH2:30]2)=[O:28])=[CH:25][NH:24][C:23]=1[CH:36]=O. The catalyst is C(O)C.N1CCCCC1. The product is [CH3:21][C:22]1[C:26]([C:27]([N:29]2[CH2:30][CH2:31][N:32]([CH3:35])[CH2:33][CH2:34]2)=[O:28])=[CH:25][NH:24][C:23]=1[CH:36]=[C:11]1[C:10]2[C:14](=[CH:15][CH:16]=[CH:17][C:9]=2[C:5]2[CH:6]=[CH:7][CH:8]=[C:3]([C:2]([F:1])([F:19])[F:20])[CH:4]=2)[NH:13][C:12]1=[O:18]. The yield is 0.380. (5) The reactants are [N:1]1[C:6]([NH2:7])=[CH:5][CH:4]=[CH:3][C:2]=1[NH2:8].[F:9][C:10]([F:21])([F:20])[C:11](=O)[CH2:12][C:13](=O)[C:14]([F:17])([F:16])[F:15]. The catalyst is C(O)(=O)C. The product is [F:9][C:10]([F:20])([F:21])[C:11]1[CH:12]=[C:13]([C:14]([F:15])([F:16])[F:17])[N:7]=[C:6]2[C:5]=1[CH:4]=[CH:3][C:2]([NH2:8])=[N:1]2. The yield is 0.780. (6) The reactants are [Cl:1][CH2:2][C:3](Cl)=[O:4].[C:6]([O:10][C:11](=[O:18])[C@H:12]([C@H:14]([CH2:16][CH3:17])[CH3:15])[NH2:13])([CH3:9])([CH3:8])[CH3:7].C(=O)([O-])[O-].[K+].[K+]. The product is [C:6]([O:10][C:11](=[O:18])[C@H:12]([C@H:14]([CH2:16][CH3:17])[CH3:15])[NH:13][C:3](=[O:4])[CH2:2][Cl:1])([CH3:8])([CH3:9])[CH3:7]. The yield is 0.409. The catalyst is C1COCC1.C(Cl)Cl.O. (7) The reactants are Br[C:2]1[CH:3]=[C:4]([CH:10]2[O:14]CCO2)[CH:5]=[CH:6][C:7]=1[O:8][CH3:9].[CH2:15]([NH2:17])[CH3:16].O(C(C)(C)C)[K].Cl. The catalyst is C1(C)C=CC=CC=1.C1C=CC(/C=C/C(/C=C/C2C=CC=CC=2)=O)=CC=1.C1C=CC(/C=C/C(/C=C/C2C=CC=CC=2)=O)=CC=1.C1C=CC(/C=C/C(/C=C/C2C=CC=CC=2)=O)=CC=1.[Pd].[Pd].C1(P(C2C=CC=CC=2)C2C=CC3C(=CC=CC=3)C=2C2C3C(=CC=CC=3)C=CC=2P(C2C=CC=CC=2)C2C=CC=CC=2)C=CC=CC=1. The product is [CH2:15]([NH:17][C:2]1[CH:3]=[C:4]([CH:5]=[CH:6][C:7]=1[O:8][CH3:9])[CH:10]=[O:14])[CH3:16]. The yield is 0.630.